From a dataset of Catalyst prediction with 721,799 reactions and 888 catalyst types from USPTO. Predict which catalyst facilitates the given reaction. (1) Product: [Cl:1][C:2]1[C:3]([F:12])=[C:4]([CH:8]=[CH:9][C:10]=1[F:11])[C:5]([N:14]([CH2:15][CH2:16][OH:17])[CH3:13])=[O:6]. Reactant: [Cl:1][C:2]1[C:3]([F:12])=[C:4]([CH:8]=[CH:9][C:10]=1[F:11])[C:5](Cl)=[O:6].[CH3:13][NH:14][CH2:15][CH2:16][OH:17]. The catalyst class is: 797. (2) Reactant: [N:1]1([CH2:6][CH2:7][OH:8])[CH:5]=[CH:4][CH:3]=[N:2]1.C([Li])CCC.[I:14]I. Product: [I:14][C:5]1[N:1]([CH2:6][CH2:7][OH:8])[N:2]=[CH:3][CH:4]=1. The catalyst class is: 7.